This data is from Forward reaction prediction with 1.9M reactions from USPTO patents (1976-2016). The task is: Predict the product of the given reaction. (1) Given the reactants Br[CH2:2][C:3]1[N:4]([CH3:28])[C:5]2[C:10]([N:11]=1)=[C:9]([N:12]1[CH2:17][CH2:16][O:15][CH2:14][CH2:13]1)[N:8]=[C:7]([N:18]1[C:22]3[CH:23]=[CH:24][CH:25]=[CH:26][C:21]=3[N:20]=[C:19]1[CH3:27])[N:6]=2.[C@H:29]12[CH2:35][C@H:32]([CH2:33][CH2:34]1)[CH2:31][CH:30]2[NH2:36], predict the reaction product. The product is: [CH3:28][N:4]1[C:3]([CH2:2][NH:36][CH:30]2[CH2:31][C@H:32]3[CH2:35][CH:29]2[CH2:34][CH2:33]3)=[N:11][C:10]2[C:5]1=[N:6][C:7]([N:18]1[C:22]3[CH:23]=[CH:24][CH:25]=[CH:26][C:21]=3[N:20]=[C:19]1[CH3:27])=[N:8][C:9]=2[N:12]1[CH2:17][CH2:16][O:15][CH2:14][CH2:13]1. (2) Given the reactants [CH2:1]([N:3]([CH2:20][CH3:21])[CH2:4][CH2:5][CH2:6][CH2:7][NH:8][CH2:9][C:10]1[CH:19]=[CH:18][C:17]2[C:12](=[CH:13][CH:14]=[CH:15][CH:16]=2)[CH:11]=1)[CH3:2].C(N(C(C)C)CC)(C)C.[CH:31]1[C:40]2[C:35](=[CH:36][CH:37]=[CH:38][CH:39]=2)[CH:34]=[CH:33][C:32]=1[S:41](Cl)(=[O:43])=[O:42], predict the reaction product. The product is: [CH2:20]([N:3]([CH2:1][CH3:2])[CH2:4][CH2:5][CH2:6][CH2:7][N:8]([CH2:9][C:10]1[CH:19]=[CH:18][C:17]2[C:12](=[CH:13][CH:14]=[CH:15][CH:16]=2)[CH:11]=1)[S:41]([C:32]1[CH:33]=[CH:34][C:35]2[C:40](=[CH:39][CH:38]=[CH:37][CH:36]=2)[CH:31]=1)(=[O:43])=[O:42])[CH3:21]. (3) Given the reactants [CH:1]1([Mg]Br)[CH2:3][CH2:2]1.[Br:6][C:7]1[CH:8]=[CH:9][C:10]2[N:14]=[C:13]([C:15](N(OC)C)=[O:16])[N:12]([CH3:21])[C:11]=2[CH:22]=1, predict the reaction product. The product is: [Br:6][C:7]1[CH:8]=[CH:9][C:10]2[N:14]=[C:13]([C:15]([CH:1]3[CH2:2][CH2:3]3)=[O:16])[N:12]([CH3:21])[C:11]=2[CH:22]=1. (4) Given the reactants Cl[C:2]1[C:3](=[O:11])[N:4]([CH3:10])[N:5]=[CH:6][C:7]=1[O:8][CH3:9].C(N(CC)CC)C, predict the reaction product. The product is: [CH3:9][O:8][C:7]1[CH:6]=[N:5][N:4]([CH3:10])[C:3](=[O:11])[CH:2]=1. (5) The product is: [F:1][C:2]([F:7])([F:6])[C:3]([OH:5])=[O:4].[Cl:8][C:9]1[CH:14]=[CH:13][C:12]([CH2:15][NH:16][C:17]([C:19]2[NH:20][C:21]3[C:26]([CH:27]=2)=[CH:25][C:24]([NH:28][C:29](=[O:30])[C@@H:31]2[CH2:35][CH2:34][CH2:33][NH:32]2)=[CH:23][CH:22]=3)=[O:18])=[C:11]([F:43])[C:10]=1[O:44][C:45]1[CH:50]=[C:49]([C:51]#[N:52])[CH:48]=[C:47]([Cl:53])[CH:46]=1. Given the reactants [F:1][C:2]([F:7])([F:6])[C:3]([OH:5])=[O:4].[Cl:8][C:9]1[CH:14]=[CH:13][C:12]([CH2:15][NH:16][C:17]([C:19]2[NH:20][C:21]3[C:26]([CH:27]=2)=[CH:25][C:24]([NH:28][C:29]([C@@H:31]2[CH2:35][CH2:34][CH2:33][N:32]2C(OC(C)(C)C)=O)=[O:30])=[CH:23][CH:22]=3)=[O:18])=[C:11]([F:43])[C:10]=1[O:44][C:45]1[CH:50]=[C:49]([C:51]#[N:52])[CH:48]=[C:47]([Cl:53])[CH:46]=1, predict the reaction product.